From a dataset of Full USPTO retrosynthesis dataset with 1.9M reactions from patents (1976-2016). Predict the reactants needed to synthesize the given product. (1) Given the product [F:18][C:19]1[C:20]([C:34]2[S:38][C:37]3[C:39]([C:43]4[C:48]([O:49][CH2:50][CH2:51][OH:52])=[CH:47][N:46]=[C:45]([F:59])[CH:44]=4)=[CH:40][CH:41]=[CH:42][C:36]=3[CH:35]=2)=[N:21][C:22]([NH:25][CH2:26][CH2:27][N:28]2[CH2:32][CH2:31][NH:30][C:29]2=[O:33])=[N:23][CH:24]=1, predict the reactants needed to synthesize it. The reactants are: C1(C)C=CC(S([O-])(=O)=O)=CC=1.[NH+]1C=CC=CC=1.[F:18][C:19]1[C:20]([C:34]2[S:38][C:37]3[C:39]([C:43]4[C:48]([O:49][CH2:50][CH2:51][O:52]C5CCCCO5)=[CH:47][N:46]=[C:45]([F:59])[CH:44]=4)=[CH:40][CH:41]=[CH:42][C:36]=3[CH:35]=2)=[N:21][C:22]([NH:25][CH2:26][CH2:27][N:28]2[CH2:32][CH2:31][NH:30][C:29]2=[O:33])=[N:23][CH:24]=1. (2) Given the product [CH2:1]([NH:3][C:4](=[O:48])[CH:5]([NH:15][C:16]([C:18]1[CH:22]=[C:21]([C:23]2[CH:28]=[C:27]([O:29][C:30]3[CH:35]=[C:34]([C:36]([NH:38][C:39]4[CH:44]=[C:43]([CH3:45])[CH:42]=[CH:41][C:40]=4[F:46])=[O:37])[CH:33]=[CH:32][C:31]=3[F:47])[CH:26]=[CH:25][N:24]=2)[NH:20][CH:19]=1)=[O:17])[CH2:6][CH2:7][C:8]([OH:10])=[O:9])[CH3:2], predict the reactants needed to synthesize it. The reactants are: [CH2:1]([NH:3][C:4](=[O:48])[CH:5]([NH:15][C:16]([C:18]1[CH:22]=[C:21]([C:23]2[CH:28]=[C:27]([O:29][C:30]3[CH:35]=[C:34]([C:36]([NH:38][C:39]4[CH:44]=[C:43]([CH3:45])[CH:42]=[CH:41][C:40]=4[F:46])=[O:37])[CH:33]=[CH:32][C:31]=3[F:47])[CH:26]=[CH:25][N:24]=2)[NH:20][CH:19]=1)=[O:17])[CH2:6][CH2:7][C:8]([O:10]C(C)(C)C)=[O:9])[CH3:2].C(O)(C(F)(F)F)=O. (3) Given the product [NH2:1][C:2]1[N:10]=[C:9]2[C:5]([N:6]=[CH:7][N:8]2[C@H:11]2[C@H:16]3[C@H:17]([OH:18])[C@:13]([CH2:26][OH:27])([CH2:14][O:15]3)[O:12]2)=[CH:4][N:3]=1, predict the reactants needed to synthesize it. The reactants are: [NH2:1][C:2]1[N:10]=[C:9]2[C:5]([N:6]=[CH:7][N:8]2[C@H:11]2[C@H:16]3[C@H:17]([O:18]CC4C=CC=CC=4)[C@:13]([CH2:26][OH:27])([CH2:14][O:15]3)[O:12]2)=[C:4](Cl)[N:3]=1. (4) The reactants are: C([N:8]1[CH2:13][CH2:12][N:11]([C:14]2[CH:22]=[CH:21][CH:20]=[C:19]3[C:15]=2[CH:16]=[CH:17][NH:18]3)[CH2:10][CH2:9]1)(OC(C)(C)C)=O.[CH3:23][O:24][C:25]1[CH:30]=[CH:29][C:28]([S:31]([Cl:34])(=[O:33])=[O:32])=[CH:27][CH:26]=1. Given the product [ClH:34].[CH3:23][O:24][C:25]1[CH:26]=[CH:27][C:28]([S:31]([N:18]2[C:19]3[C:15](=[C:14]([N:11]4[CH2:10][CH2:9][NH:8][CH2:13][CH2:12]4)[CH:22]=[CH:21][CH:20]=3)[CH:16]=[CH:17]2)(=[O:33])=[O:32])=[CH:29][CH:30]=1, predict the reactants needed to synthesize it. (5) Given the product [CH3:1][C:2]1[CH:6]=[C:5]([CH2:7][OH:8])[N:4]([C:12]2[CH:13]=[C:14]([C:18]3[CH:23]=[CH:22][CH:21]=[CH:20][C:19]=3[O:24][C:25]([F:27])([F:26])[F:28])[CH:15]=[CH:16][CH:17]=2)[N:3]=1, predict the reactants needed to synthesize it. The reactants are: [CH3:1][C:2]1[CH:6]=[C:5]([C:7](OCC)=[O:8])[N:4]([C:12]2[CH:13]=[C:14]([C:18]3[CH:23]=[CH:22][CH:21]=[CH:20][C:19]=3[O:24][C:25]([F:28])([F:27])[F:26])[CH:15]=[CH:16][CH:17]=2)[N:3]=1.CC(C[AlH]CC(C)C)C.